This data is from NCI-60 drug combinations with 297,098 pairs across 59 cell lines. The task is: Regression. Given two drug SMILES strings and cell line genomic features, predict the synergy score measuring deviation from expected non-interaction effect. (1) Drug 1: C1C(C(OC1N2C=NC3=C(N=C(N=C32)Cl)N)CO)O. Drug 2: C1CN1C2=NC(=NC(=N2)N3CC3)N4CC4. Cell line: HCT116. Synergy scores: CSS=68.4, Synergy_ZIP=-1.93, Synergy_Bliss=-2.94, Synergy_Loewe=-3.49, Synergy_HSA=2.59. (2) Drug 1: COC1=NC(=NC2=C1N=CN2C3C(C(C(O3)CO)O)O)N. Drug 2: CN(CCCl)CCCl.Cl. Cell line: HOP-62. Synergy scores: CSS=4.09, Synergy_ZIP=12.5, Synergy_Bliss=12.2, Synergy_Loewe=-9.21, Synergy_HSA=-0.662. (3) Drug 1: C1C(C(OC1N2C=NC3=C(N=C(N=C32)Cl)N)CO)O. Drug 2: COCCOC1=C(C=C2C(=C1)C(=NC=N2)NC3=CC=CC(=C3)C#C)OCCOC.Cl. Cell line: SK-MEL-5. Synergy scores: CSS=57.0, Synergy_ZIP=-0.175, Synergy_Bliss=-1.12, Synergy_Loewe=-9.48, Synergy_HSA=2.30. (4) Drug 1: CC(C1=C(C=CC(=C1Cl)F)Cl)OC2=C(N=CC(=C2)C3=CN(N=C3)C4CCNCC4)N. Drug 2: CC1C(C(CC(O1)OC2CC(CC3=C2C(=C4C(=C3O)C(=O)C5=CC=CC=C5C4=O)O)(C(=O)C)O)N)O. Cell line: HT29. Synergy scores: CSS=31.6, Synergy_ZIP=-1.78, Synergy_Bliss=-1.47, Synergy_Loewe=-10.7, Synergy_HSA=-1.69. (5) Drug 1: CC1=C(N=C(N=C1N)C(CC(=O)N)NCC(C(=O)N)N)C(=O)NC(C(C2=CN=CN2)OC3C(C(C(C(O3)CO)O)O)OC4C(C(C(C(O4)CO)O)OC(=O)N)O)C(=O)NC(C)C(C(C)C(=O)NC(C(C)O)C(=O)NCCC5=NC(=CS5)C6=NC(=CS6)C(=O)NCCC[S+](C)C)O. Drug 2: C1CN(CCN1C(=O)CCBr)C(=O)CCBr. Cell line: NCIH23. Synergy scores: CSS=36.0, Synergy_ZIP=-6.03, Synergy_Bliss=-1.39, Synergy_Loewe=0.486, Synergy_HSA=3.30. (6) Drug 1: CCCS(=O)(=O)NC1=C(C(=C(C=C1)F)C(=O)C2=CNC3=C2C=C(C=N3)C4=CC=C(C=C4)Cl)F. Drug 2: C1=NC2=C(N=C(N=C2N1C3C(C(C(O3)CO)O)F)Cl)N. Cell line: MCF7. Synergy scores: CSS=18.9, Synergy_ZIP=-3.14, Synergy_Bliss=4.51, Synergy_Loewe=-11.2, Synergy_HSA=3.11.